From a dataset of Catalyst prediction with 721,799 reactions and 888 catalyst types from USPTO. Predict which catalyst facilitates the given reaction. Reactant: [CH3:1][C:2]1([CH3:26])[CH2:11][CH2:10][C:9]([CH3:13])([CH3:12])[C:8]2[CH:7]=[C:6]([C:14]3[N:19]=[C:18]([N:20]4[CH2:25][CH2:24][NH:23][CH2:22][CH2:21]4)[CH:17]=[CH:16][CH:15]=3)[CH:5]=[CH:4][C:3]1=2.C(=O)([O-])[O-].[K+].[K+].[C:33]([O:36][CH2:37][CH2:38][CH2:39][CH2:40]Br)(=[O:35])[CH3:34]. Product: [CH3:1][C:2]1([CH3:26])[CH2:11][CH2:10][C:9]([CH3:12])([CH3:13])[C:8]2[CH:7]=[C:6]([C:14]3[N:19]=[C:18]([N:20]4[CH2:21][CH2:22][N:23]([CH2:40][CH2:39][CH2:38][CH2:37][O:36][C:33](=[O:35])[CH3:34])[CH2:24][CH2:25]4)[CH:17]=[CH:16][CH:15]=3)[CH:5]=[CH:4][C:3]1=2. The catalyst class is: 3.